Dataset: Catalyst prediction with 721,799 reactions and 888 catalyst types from USPTO. Task: Predict which catalyst facilitates the given reaction. (1) Reactant: S(Cl)(Cl)=O.[CH3:5][N:6]1[CH2:33][CH2:32][C:9]2[N:10]([CH2:18][C:19]([C:22]3[CH:31]=[CH:30][C:25]([C:26]([NH:28][CH3:29])=[O:27])=[CH:24][CH:23]=3)(O)[CH3:20])[C:11]3[CH:12]=[CH:13][C:14]([CH3:17])=[CH:15][C:16]=3[C:8]=2[CH2:7]1.[OH-].[K+]. The catalyst class is: 179. Product: [CH3:5][N:6]1[CH2:33][CH2:32][C:9]2[N:10]([CH:18]=[C:19]([C:22]3[CH:23]=[CH:24][C:25]([C:26]([NH:28][CH3:29])=[O:27])=[CH:30][CH:31]=3)[CH3:20])[C:11]3[CH:12]=[CH:13][C:14]([CH3:17])=[CH:15][C:16]=3[C:8]=2[CH2:7]1. (2) Reactant: C(=O)([O-])[O-].[Cs+].[Cs+].[C:7]([O:11][C:12](=[O:38])[NH:13][C@H:14]1[CH2:19][CH2:18][C@H:17]([CH:20]([OH:37])[CH:21]([OH:36])[CH2:22][C:23]2[C:32]3[C:27](=[CH:28][CH:29]=[C:30]([O:33][CH3:34])[CH:31]=3)[N:26]=[CH:25][C:24]=2Cl)[CH2:16][CH2:15]1)([CH3:10])([CH3:9])[CH3:8].C(P(C(C)(C)C)C1C=CC2C(=CC=CC=2)C=1C1C2C(=CC=CC=2)C=CC=1)(C)(C)C. Product: [C:7]([O:11][C:12](=[O:38])[NH:13][C@H:14]1[CH2:19][CH2:18][C@H:17]([CH:20]([OH:37])[CH:21]2[O:36][C:24]3[CH:25]=[N:26][C:27]4[CH:28]=[CH:29][C:30]([O:33][CH3:34])=[CH:31][C:32]=4[C:23]=3[CH2:22]2)[CH2:16][CH2:15]1)([CH3:10])([CH3:9])[CH3:8]. The catalyst class is: 160.